From a dataset of Full USPTO retrosynthesis dataset with 1.9M reactions from patents (1976-2016). Predict the reactants needed to synthesize the given product. (1) Given the product [CH3:1][O:2][C:3](=[O:12])[CH2:4][C:5]1[CH:10]=[CH:9][C:8]([C:58]2[CH:59]=[CH:60][C:55]([C:52]([CH2:53][CH3:54])([C:71]3[CH:76]=[CH:75][C:74]([CH2:77][CH2:78][C:79]4([OH:84])[CH2:80][CH2:81][CH2:82][CH2:83]4)=[C:73]([CH3:85])[CH:72]=3)[CH2:50][CH3:51])=[CH:56][C:57]=2[CH3:70])=[CH:7][CH:6]=1, predict the reactants needed to synthesize it. The reactants are: [CH3:1][O:2][C:3](=[O:12])[CH2:4][C:5]1[CH:10]=[CH:9][C:8](Br)=[CH:7][CH:6]=1.C1(P(C2CCCCC2)C2C=CC=CC=2C2C(OC)=CC=CC=2OC)CCCCC1.P([O-])([O-])([O-])=O.[K+].[K+].[K+].[CH2:50]([C:52]([C:71]1[CH:76]=[CH:75][C:74]([CH2:77][CH2:78][C:79]2([OH:84])[CH2:83][CH2:82][CH2:81][CH2:80]2)=[C:73]([CH3:85])[CH:72]=1)([C:55]1[CH:60]=[CH:59][C:58](B2OC(C)(C)C(C)(C)O2)=[C:57]([CH3:70])[CH:56]=1)[CH2:53][CH3:54])[CH3:51].[Cl-].[NH4+]. (2) Given the product [ClH:36].[F:1][C:2]1([CH2:34][F:35])[CH2:6][NH:5][C@H:4]([C:14]([NH:15][CH2:16][C:17]2[CH:22]=[C:21]([C:23]3[CH:24]=[N:25][C:26]([C:29]([F:30])([F:31])[F:32])=[CH:27][CH:28]=3)[N:20]=[CH:19][N:18]=2)=[O:33])[CH2:3]1, predict the reactants needed to synthesize it. The reactants are: [F:1][C:2]1([CH2:34][F:35])[CH2:6][N:5](C(OC(C)(C)C)=O)[C@H:4]([C:14](=[O:33])[NH:15][CH2:16][C:17]2[CH:22]=[C:21]([C:23]3[CH:24]=[N:25][C:26]([C:29]([F:32])([F:31])[F:30])=[CH:27][CH:28]=3)[N:20]=[CH:19][N:18]=2)[CH2:3]1.[ClH:36]. (3) Given the product [ClH:1].[C:5]([O:4][CH:3]([O:26][C:24](=[O:25])[CH2:23][CH2:22][C:21](=[O:27])[CH2:20][NH2:19])[CH2:2][CH2:10][CH3:11])(=[O:9])[CH2:6][CH2:7][CH3:8], predict the reactants needed to synthesize it. The reactants are: [Cl:1][CH:2]([CH2:10][CH3:11])[CH2:3][O:4][C:5](=[O:9])[CH2:6][CH2:7][CH3:8].C(OC([NH:19][CH2:20][C:21](=[O:27])[CH2:22][CH2:23][C:24]([OH:26])=[O:25])=O)(C)(C)C. (4) Given the product [CH3:1][C:2]1[O:3][N:4]=[C:5]2[C:10]=1[C:9]([C:11]1[CH:16]=[CH:15][CH:14]=[CH:13][CH:12]=1)=[N:8][N:7]([CH2:22][C:23]1[CH:28]=[CH:27][N:26]=[CH:25][CH:24]=1)[C:6]2=[O:17], predict the reactants needed to synthesize it. The reactants are: [CH3:1][C:2]1[O:3][N:4]=[C:5]2[C:10]=1[C:9]([C:11]1[CH:16]=[CH:15][CH:14]=[CH:13][CH:12]=1)=[N:8][NH:7][C:6]2=[O:17].[H-].[Na+].Cl.Cl[CH2:22][C:23]1[CH:28]=[CH:27][N:26]=[CH:25][CH:24]=1.